Binary Classification. Given a drug SMILES string, predict its activity (active/inactive) in a high-throughput screening assay against a specified biological target. From a dataset of M1 muscarinic receptor antagonist screen with 61,756 compounds. (1) The result is 0 (inactive). The molecule is FC(F)c1n2nc(nc2nc(c1)C)C(=O)Nc1noc(c1)C. (2) The molecule is o1nc(cc1C(C)C)C(=O)Nc1c(OC)cc(OC)cc1. The result is 0 (inactive). (3) The molecule is S1C(CO)(CO)C(=O)N=C1Nc1cc(ccc1)C(=O)C. The result is 0 (inactive). (4) The drug is Fc1cc(Nc2ncnc3n(ncc23)c2ccccc2)ccc1. The result is 0 (inactive). (5) The drug is S(=O)(=O)(NCCC=1CCCCC1)c1ccc(OCC(OCC)=O)cc1. The result is 0 (inactive). (6) The result is 0 (inactive). The compound is Clc1ccc(n2c(=O)c3SCCc3nc2SCC(=O)NCc2occc2)cc1. (7) The compound is [nH]1nc(N)c2C3(CCCCC3)Cc3c(c12)cccc3. The result is 0 (inactive). (8) The drug is Brc1ccc(S(=O)(=O)N2CCN(CC2)CC(=O)Nc2c(OC)cccc2)cc1. The result is 0 (inactive). (9) The molecule is o1c2c(N3C(CCC3)C(O)=O)ncnc2c2c1cccc2. The result is 0 (inactive). (10) The molecule is O1C(CCC1)CN(Cc1cc2c([nH]c1=O)c(cc(c2)C)C)C(=O)c1nccnc1. The result is 0 (inactive).